Predict the reaction yield, written as a fraction of the theoretical maximum amount of product (1.0 means a 100% yield; for example, 0.34 means a 34% yield). From a dataset of Reaction yield outcomes from USPTO patents with 853,638 reactions. (1) The reactants are [Br:1][C:2]1[CH:9]=[CH:8][C:5]([CH:6]=[O:7])=[C:4]([N+:10]([O-])=O)[CH:3]=1. The catalyst is CCO.C(O)(=O)C.[Fe]. The product is [NH2:10][C:4]1[CH:3]=[C:2]([Br:1])[CH:9]=[CH:8][C:5]=1[CH:6]=[O:7]. The yield is 0.640. (2) The reactants are Br[C:2]1[CH:3]=[N:4][C:5]([C:8]2[O:16][C:11]3=[CH:12][N:13]=[CH:14][CH:15]=[C:10]3[C:9]=2[O:17][Si](C(C)(C)C)(C2C=CC=CC=2)C2C=CC=CC=2)=[N:6][CH:7]=1.[C:35]([Si:39]([CH3:45])([CH3:44])[O:40][CH2:41][C:42]#[CH:43])([CH3:38])([CH3:37])[CH3:36].C(N(CC)CC)C. The catalyst is C1COCC1.Cl[Pd](Cl)([P](C1C=CC=CC=1)(C1C=CC=CC=1)C1C=CC=CC=1)[P](C1C=CC=CC=1)(C1C=CC=CC=1)C1C=CC=CC=1.[Cu]I. The product is [Si:39]([O:40][CH2:41][C:42]#[C:43][C:2]1[CH:7]=[N:6][C:5]([C:8]2[O:16][C:11]3=[CH:12][N:13]=[CH:14][CH:15]=[C:10]3[C:9]=2[OH:17])=[N:4][CH:3]=1)([C:35]([CH3:36])([CH3:37])[CH3:38])([CH3:44])[CH3:45]. The yield is 0.400.